Dataset: Full USPTO retrosynthesis dataset with 1.9M reactions from patents (1976-2016). Task: Predict the reactants needed to synthesize the given product. (1) The reactants are: [F:1][C:2]([F:18])([F:17])[C:3]1[S:7][C:6]([CH2:8][NH:9][C:10]([NH:12][C:13]([S:15][CH3:16])=[NH:14])=[O:11])=[CH:5][CH:4]=1.[F:19][C:20]([F:26])([F:25])[C:21](OO)=[O:22]. Given the product [F:19][C:20]([F:26])([F:25])[C:21]([NH:14][C:13]([S:15][CH3:16])=[N:12][C:10](=[O:11])[NH:9][CH2:8][C:6]1[S:7][C:3]([C:2]([F:1])([F:17])[F:18])=[CH:4][CH:5]=1)=[O:22], predict the reactants needed to synthesize it. (2) Given the product [Cl:19][C:12]1[CH:11]=[CH:10][N:9]=[C:8]2[NH:14][C:5]([C:2]([CH3:4])([CH3:3])[CH3:1])=[CH:6][C:7]=12, predict the reactants needed to synthesize it. The reactants are: [CH3:1][C:2]([C:5]1[NH:14][C:8]2=[N+:9]([O-])[CH:10]=[CH:11][CH:12]=[C:7]2[CH:6]=1)([CH3:4])[CH3:3].CS([Cl:19])(=O)=O.[OH-].[Na+].